This data is from Full USPTO retrosynthesis dataset with 1.9M reactions from patents (1976-2016). The task is: Predict the reactants needed to synthesize the given product. (1) Given the product [Cl:18][C:19]1[CH:28]=[CH:27][C:26]([OH:29])=[C:25]2[C:20]=1[CH2:21][CH:22]([CH2:37][N:13]1[CH2:12][CH2:11][C:10]3([C:4]4[C:5](=[CH:6][CH:7]=[C:2]([F:1])[CH:3]=4)[N:8]([CH3:17])[C:9]3=[O:16])[CH2:15][CH2:14]1)[NH:23][CH2:24]2, predict the reactants needed to synthesize it. The reactants are: [F:1][C:2]1[CH:3]=[C:4]2[C:10]3([CH2:15][CH2:14][NH:13][CH2:12][CH2:11]3)[C:9](=[O:16])[N:8]([CH3:17])[C:5]2=[CH:6][CH:7]=1.[Cl:18][C:19]1[CH:28]=[CH:27][C:26]([OH:29])=[C:25]2[C:20]=1[CH2:21][CH:22]([CH:37]=O)[N:23](C(OC(C)(C)C)=O)[CH2:24]2. (2) Given the product [CH2:46]([C:48]1[CH:63]=[C:62]([C:64]2[N:67]=[C:37]([C:36]3[CH:40]=[C:41]([CH2:43][CH2:44][CH3:45])[CH:42]=[C:34]([CH:32]=[O:33])[CH:35]=3)[O:39][N:65]=2)[CH:61]=[C:60]([CH3:68])[C:49]=1[O:50][CH2:51][C@@H:52]([OH:59])[CH2:53][NH:54][C:55](=[O:58])[CH2:56][OH:57])[CH3:47], predict the reactants needed to synthesize it. The reactants are: C(C1C=C(C2ON=C(C3C=C(C)C(OCC(O)CNC(=O)CO)=C(C)C=3)N=2)C=CC=1)=O.[CH:32]([C:34]1[CH:35]=[C:36]([CH:40]=[C:41]([CH2:43][CH2:44][CH3:45])[CH:42]=1)[C:37]([OH:39])=O)=[O:33].[CH2:46]([C:48]1[CH:63]=[C:62]([C:64](=[NH:67])[NH:65]O)[CH:61]=[C:60]([CH3:68])[C:49]=1[O:50][CH2:51][C@@H:52]([OH:59])[CH2:53][NH:54][C:55](=[O:58])[CH2:56][OH:57])[CH3:47]. (3) Given the product [F:42][C:2]([F:1])([F:41])[C:3]1[CH:4]=[C:5]([CH:34]=[C:35]([C:37]([F:38])([F:39])[F:40])[CH:36]=1)[CH2:6][N:7]1[C:11]([C:12]2[CH:17]=[CH:16][CH:15]=[CH:14][CH:13]=2)=[C:10]([C:18]([C:20]2[C:21]([CH:32]([OH:33])[CH3:43])=[N:22][O:23][C:24]=2[C:25]2[CH:30]=[CH:29][CH:28]=[CH:27][C:26]=2[Cl:31])=[O:19])[N:9]=[N:8]1, predict the reactants needed to synthesize it. The reactants are: [F:1][C:2]([F:42])([F:41])[C:3]1[CH:4]=[C:5]([CH:34]=[C:35]([C:37]([F:40])([F:39])[F:38])[CH:36]=1)[CH2:6][N:7]1[C:11]([C:12]2[CH:17]=[CH:16][CH:15]=[CH:14][CH:13]=2)=[C:10]([C:18]([C:20]2[C:21]([CH:32]=[O:33])=[N:22][O:23][C:24]=2[C:25]2[CH:30]=[CH:29][CH:28]=[CH:27][C:26]=2[Cl:31])=[O:19])[N:9]=[N:8]1.[CH3:43][Mg]Br. (4) Given the product [CH3:1][O:2][C:3]1[CH:4]=[C:5]2[C:10](=[CH:11][C:12]=1[O:13][CH3:14])[N:9]=[CH:8][CH:7]=[C:6]2[O:15][C:16]1[CH:22]=[CH:21][C:19]([NH:20][C:29](=[O:35])[O:30][CH2:31][C:42]2[CH:41]=[CH:40][CH:39]=[C:38]([Cl:37])[CH:43]=2)=[C:18]([CH3:23])[C:17]=1[CH3:24], predict the reactants needed to synthesize it. The reactants are: [CH3:1][O:2][C:3]1[CH:4]=[C:5]2[C:10](=[CH:11][C:12]=1[O:13][CH3:14])[N:9]=[CH:8][CH:7]=[C:6]2[O:15][C:16]1[CH:22]=[CH:21][C:19]([NH2:20])=[C:18]([CH3:23])[C:17]=1[CH3:24].ClC(Cl)(O[C:29](=[O:35])[O:30][C:31](Cl)(Cl)Cl)Cl.[Cl:37][C:38]1[CH:39]=[C:40](CO)[CH:41]=[CH:42][CH:43]=1.C(=O)(O)[O-].[Na+]. (5) Given the product [Si:1]([O:8][C@H:9]([C@H:32]1[CH2:36][C:35](=[O:37])[CH2:34][N:33]1[C:38]([O:40][C:41]([CH3:44])([CH3:43])[CH3:42])=[O:39])[C@@H:10]([NH:20][C:21](=[O:31])[C:22]1[CH:27]=[CH:26][CH:25]=[C:24]([C:28](=[O:30])[NH2:29])[CH:23]=1)[CH2:11][C:12]1[CH:13]=[C:14]([F:19])[CH:15]=[C:16]([F:18])[CH:17]=1)([C:4]([CH3:6])([CH3:7])[CH3:5])([CH3:3])[CH3:2], predict the reactants needed to synthesize it. The reactants are: [Si:1]([O:8][C@H:9]([C@H:32]1[CH2:36][C@@H:35]([OH:37])[CH2:34][N:33]1[C:38]([O:40][C:41]([CH3:44])([CH3:43])[CH3:42])=[O:39])[C@@H:10]([NH:20][C:21](=[O:31])[C:22]1[CH:27]=[CH:26][CH:25]=[C:24]([C:28](=[O:30])[NH2:29])[CH:23]=1)[CH2:11][C:12]1[CH:17]=[C:16]([F:18])[CH:15]=[C:14]([F:19])[CH:13]=1)([C:4]([CH3:7])([CH3:6])[CH3:5])([CH3:3])[CH3:2].CC(OI1(OC(C)=O)(OC(C)=O)OC(=O)C2C=CC=CC1=2)=O.C(OCC)(=O)C. (6) Given the product [CH:21]([C:20]1[CH:19]=[C:18]([CH:25]=[CH:24][CH:23]=1)[O:17][CH2:2][C:3]1[CH:8]=[CH:7][CH:6]=[CH:5][C:4]=1/[C:9](=[CH:14]\[O:15][CH3:16])/[C:10]([O:12][CH3:13])=[O:11])=[O:22], predict the reactants needed to synthesize it. The reactants are: Br[CH2:2][C:3]1[CH:8]=[CH:7][CH:6]=[CH:5][C:4]=1/[C:9](=[CH:14]\[O:15][CH3:16])/[C:10]([O:12][CH3:13])=[O:11].[OH:17][C:18]1[CH:19]=[C:20]([CH:23]=[CH:24][CH:25]=1)[CH:21]=[O:22].C(=O)([O-])[O-].[K+].[K+].O.